This data is from Forward reaction prediction with 1.9M reactions from USPTO patents (1976-2016). The task is: Predict the product of the given reaction. (1) The product is: [CH3:27][O:26][C:22]1[CH:21]=[C:20]([CH:25]=[CH:24][CH:23]=1)[O:19][C:15]1[CH:16]=[C:17]2[C:12](=[CH:13][CH:14]=1)[N:11]1[C:30](=[O:31])[NH:29][N:28]=[C:10]1[CH:9]([NH:8][C:6](=[O:7])[O:5][C:1]([CH3:3])([CH3:4])[CH3:2])[CH2:18]2. Given the reactants [C:1]([O:5][C:6]([NH:8][CH:9]1[CH2:18][C:17]2[C:12](=[CH:13][CH:14]=[C:15]([O:19][C:20]3[CH:25]=[CH:24][CH:23]=[C:22]([O:26][CH3:27])[CH:21]=3)[CH:16]=2)[NH:11][C:10]1=[N:28][NH:29][C:30](OCC)=[O:31])=[O:7])([CH3:4])([CH3:3])[CH3:2], predict the reaction product. (2) Given the reactants [CH3:1][O:2][C:3](=[O:23])[C:4]([C:16]1[CH:21]=[CH:20][C:19]([OH:22])=[CH:18][CH:17]=1)=[CH:5][C:6]1[CH:11]=[C:10]([O:12][CH3:13])[CH:9]=[C:8]([O:14][CH3:15])[CH:7]=1.[Br:24][CH2:25][CH2:26][CH2:27]Br.C(=O)([O-])[O-].[K+].[K+], predict the reaction product. The product is: [CH3:1][O:2][C:3](=[O:23])[C:4]([C:16]1[CH:17]=[CH:18][C:19]([O:22][CH2:27][CH2:26][CH2:25][Br:24])=[CH:20][CH:21]=1)=[CH:5][C:6]1[CH:7]=[C:8]([O:14][CH3:15])[CH:9]=[C:10]([O:12][CH3:13])[CH:11]=1.